From a dataset of Catalyst prediction with 721,799 reactions and 888 catalyst types from USPTO. Predict which catalyst facilitates the given reaction. (1) Reactant: Cl.[Cl:2][C:3]1[C:12]2[C:7](=[CH:8][C:9]([N+:13]([O-:15])=[O:14])=[CH:10][CH:11]=2)[N:6]=[CH:5][N:4]=1.[F:16][C:17]1[CH:23]=[C:22]([CH3:24])[C:21]([O:25][C:26]([O:28][CH3:29])=[O:27])=[CH:20][C:18]=1[NH2:19]. Product: [ClH:2].[F:16][C:17]1[CH:23]=[C:22]([CH3:24])[C:21]([O:25][C:26]([O:28][CH3:29])=[O:27])=[CH:20][C:18]=1[NH:19][C:3]1[C:12]2[C:7](=[CH:8][C:9]([N+:13]([O-:15])=[O:14])=[CH:10][CH:11]=2)[N:6]=[CH:5][N:4]=1. The catalyst class is: 32. (2) Product: [F:35][C:9]([F:8])([F:36])[C:10]1[CH:11]=[C:12]([CH:32]=[CH:33][CH:34]=1)[CH2:13][CH:14]1[CH2:18][C:17]2[CH:19]=[CH:20][CH:21]=[C:22]([C:23]3[CH:24]=[C:25]([CH:29]=[CH:30][CH:31]=3)[C:26]([OH:28])=[O:27])[C:16]=2[O:15]1. The catalyst class is: 55. Reactant: C([SiH](CC)CC)C.[F:8][C:9]([F:36])([F:35])[C:10]1[CH:11]=[C:12]([CH:32]=[CH:33][CH:34]=1)[CH2:13][C:14]1[O:15][C:16]2[C:22]([C:23]3[CH:24]=[C:25]([CH:29]=[CH:30][CH:31]=3)[C:26]([OH:28])=[O:27])=[CH:21][CH:20]=[CH:19][C:17]=2[CH:18]=1. (3) Reactant: [CH3:1][O:2][C:3]1[C:8]([O:9][CH3:10])=[C:7]([O:11][CH2:12][C:13]2[CH:18]=[CH:17][CH:16]=[CH:15][CH:14]=2)[C:6]([CH3:19])=[C:5]([CH2:20][CH2:21][CH2:22][CH2:23][CH2:24][CH2:25][CH2:26][CH2:27][CH2:28][OH:29])[N:4]=1.C(Cl)Cl.[C:33]1([CH3:43])[CH:38]=[CH:37][C:36]([S:39](Cl)(=[O:41])=[O:40])=[CH:35][CH:34]=1.C(N(C(C)C)CC)(C)C. Product: [CH3:1][O:2][C:3]1[C:8]([O:9][CH3:10])=[C:7]([O:11][CH2:12][C:13]2[CH:18]=[CH:17][CH:16]=[CH:15][CH:14]=2)[C:6]([CH3:19])=[C:5]([CH2:20][CH2:21][CH2:22][CH2:23][CH2:24][CH2:25][CH2:26][CH2:27][CH2:28][O:29][S:39]([C:36]2[CH:37]=[CH:38][C:33]([CH3:43])=[CH:34][CH:35]=2)(=[O:41])=[O:40])[N:4]=1. The catalyst class is: 6. (4) Reactant: C([O:3][C:4](=O)[C:5]1[CH:10]=[C:9]([Br:11])[CH:8]=[N:7][CH:6]=1)C.[BH4-].[Na+]. Product: [Br:11][C:9]1[CH:10]=[C:5]([CH2:4][OH:3])[CH:6]=[N:7][CH:8]=1. The catalyst class is: 5. (5) Product: [NH2:1][C:2]1[CH:7]=[CH:6][N:5]([CH:8]2[S:9][C@H:10]([CH2:23][OH:24])[C@@H:11]([OH:14])[C@@H:12]2[F:13])[C:4](=[O:33])[N:3]=1. The catalyst class is: 2. Reactant: [NH2:1][C:2]1[CH:7]=[CH:6][N:5]([CH:8]2[C@@H:12]([F:13])[C@H:11]([O:14]CC3C=CC(C)=CC=3)[C@@H:10]([CH2:23][O:24]CC3C=CC(C)=CC=3)[S:9]2)[C:4](=[O:33])[N:3]=1.CO. (6) Reactant: FC(F)(F)S(O[C:7]1[C:12]([O:13][CH3:14])=[C:11]([C:15]2[CH:16]=[N:17][N:18]([CH3:20])[CH:19]=2)[N:10]=[C:9]([N:21]2[CH2:25][CH2:24][CH2:23][C@H:22]2[C:26]2[CH:31]=[CH:30][C:29]([CH3:32])=[CH:28][CH:27]=2)[N:8]=1)(=O)=O.[NH2:35][C:36]1[S:37][C:38]([C:41]#[N:42])=[CH:39][N:40]=1.CC(C1C=C(C(C)C)C(C2C(P(C(C)(C)C)C(C)(C)C)=CC=CC=2)=C(C(C)C)C=1)C.P([O-])([O-])([O-])=O.[K+].[K+].[K+]. Product: [CH3:14][O:13][C:12]1[C:7]([NH:35][C:36]2[S:37][C:38]([C:41]#[N:42])=[CH:39][N:40]=2)=[N:8][C:9]([N:21]2[CH2:25][CH2:24][CH2:23][C@H:22]2[C:26]2[CH:31]=[CH:30][C:29]([CH3:32])=[CH:28][CH:27]=2)=[N:10][C:11]=1[C:15]1[CH:16]=[N:17][N:18]([CH3:20])[CH:19]=1. The catalyst class is: 102. (7) Reactant: [C:1]([O-:4])(=[O:3])[CH3:2].[Na+].Br[CH2:7][C:8]1[CH:17]=[CH:16][C:15]([CH2:18]Br)=[CH:14][C:9]=1[C:10]([O:12][CH3:13])=[O:11].[Cl-].[NH4+]. Product: [C:1]([O:4][CH2:7][C:8]1[CH:17]=[CH:16][C:15]([CH2:18][O:4][C:1](=[O:3])[CH3:2])=[CH:14][C:9]=1[C:10]([O:12][CH3:13])=[O:11])(=[O:3])[CH3:2]. The catalyst class is: 16.